This data is from Catalyst prediction with 721,799 reactions and 888 catalyst types from USPTO. The task is: Predict which catalyst facilitates the given reaction. (1) Reactant: [C:1]([C:5]1[N:6]([CH3:11])[CH:7]=[C:8](I)[N:9]=1)([CH3:4])([CH3:3])[CH3:2].CC[Mg+].[Br-].CCOCC.[CH3:21][Sn:22](Cl)([CH3:24])[CH3:23].C1COCC1. Product: [C:1]([C:5]1[N:6]([CH3:11])[CH:7]=[C:8]([Sn:22]([CH3:24])([CH3:23])[CH3:21])[N:9]=1)([CH3:4])([CH3:3])[CH3:2]. The catalyst class is: 2. (2) Reactant: COP([CH2:7][C:8](=[O:10])[CH3:9])(=O)OC.CC(C)([O-])C.[K+].[CH3:17][C:18]([CH3:25])([CH:23]=O)[C:19]([O:21][CH3:22])=[O:20]. Product: [CH3:17][C:18]([CH3:25])(/[CH:23]=[CH:7]/[C:8](=[O:10])[CH3:9])[C:19]([O:21][CH3:22])=[O:20]. The catalyst class is: 7. (3) Reactant: [CH2:1]([N:5]1[CH2:9][C@@H:8]([C:10]2[CH:15]=[CH:14][CH:13]=[CH:12][C:11]=2Br)[C@H:7]([C:17]2[CH:22]=[C:21]([Cl:23])[CH:20]=[CH:19][C:18]=2[OH:24])[CH2:6]1)[CH2:2][CH2:3][CH3:4].C(=O)([O-])[O-].[Cs+].[Cs+].CN(C)CC(O)=O. Product: [Cl:23][C:21]1[CH:20]=[CH:19][C:18]2[O:24][C:11]3[CH:12]=[CH:13][CH:14]=[CH:15][C:10]=3[C@H:8]3[CH2:9][N:5]([CH2:1][CH2:2][CH2:3][CH3:4])[CH2:6][C@@H:7]3[C:17]=2[CH:22]=1. The catalyst class is: 185. (4) Reactant: [CH:1]([Mg]Cl)=[CH2:2].[Br:5][C:6]1[CH:19]=[C:18]2[C:9]([O:10][C:11]3[C:12]([F:23])=[CH:13][C:14]([O:21][CH3:22])=[CH:15][C:16]=3[C:17]2=[O:20])=[CH:8][CH:7]=1. Product: [Br:5][C:6]1[CH:19]=[C:18]2[C:9]([O:10][C:11]3[C:12]([F:23])=[CH:13][C:14]([O:21][CH3:22])=[CH:15][C:16]=3[C:17]2([CH:1]=[CH2:2])[OH:20])=[CH:8][CH:7]=1. The catalyst class is: 1.